Task: Predict the product of the given reaction.. Dataset: Forward reaction prediction with 1.9M reactions from USPTO patents (1976-2016) (1) Given the reactants C(NC(=O)NC1C=CC(C2N=C(N3CCOC[C@@H]3C)C3CCN(C(OC(C)(C)C)=O)CC=3N=2)=CC=1)C.Cl[C:38]1[N:39]=[C:40]([N:52]2[CH2:57][CH2:56][O:55][CH2:54][C@@H:53]2[CH3:58])[C:41]2[CH2:46][N:45]([C:47]([O:49][CH2:50][CH3:51])=[O:48])[CH2:44][C:42]=2[N:43]=1.[CH3:59][NH:60][C:61](=[O:82])[CH2:62][NH:63][C:64]([NH:66][C:67]1[CH:72]=[CH:71][C:70](B2OC(C)(C)C(C)(C)O2)=[CH:69][CH:68]=1)=[O:65], predict the reaction product. The product is: [CH3:59][NH:60][C:61](=[O:82])[CH2:62][NH:63][C:64](=[O:65])[NH:66][C:67]1[CH:72]=[CH:71][C:70]([C:38]2[N:39]=[C:40]([N:52]3[CH2:57][CH2:56][O:55][CH2:54][C@@H:53]3[CH3:58])[C:41]3[CH2:46][N:45]([C:47]([O:49][CH2:50][CH3:51])=[O:48])[CH2:44][C:42]=3[N:43]=2)=[CH:69][CH:68]=1. (2) Given the reactants CCCCCC.[H-].C([Al+]CC(C)C)C(C)C.[NH2:17][C:18]([NH:20][C:21]1[NH:22][C:23]2[C:28]([C:29]=1[C:30]([NH2:32])=[O:31])=[CH:27][CH:26]=[C:25]([C:33](OC)=[O:34])[CH:24]=2)=[O:19].O.CO, predict the reaction product. The product is: [NH2:17][C:18]([NH:20][C:21]1[NH:22][C:23]2[C:28]([C:29]=1[C:30]([NH2:32])=[O:31])=[CH:27][CH:26]=[C:25]([CH2:33][OH:34])[CH:24]=2)=[O:19]. (3) Given the reactants C[O:2][C:3](=[O:28])[CH2:4][CH2:5][N:6]1[C:10]2[CH:11]=[CH:12][CH:13]=[CH:14][C:9]=2[N:8]([CH2:15][C:16]2[C:24]3[N:20]([C:21]([CH3:26])=[C:22]([CH3:25])[CH:23]=3)[CH:19]=[CH:18][CH:17]=2)[C:7]1=[O:27].O.[OH-].[Li+], predict the reaction product. The product is: [CH3:25][C:22]1[CH:23]=[C:24]2[N:20]([C:21]=1[CH3:26])[CH:19]=[CH:18][CH:17]=[C:16]2[CH2:15][N:8]1[C:9]2[CH:14]=[CH:13][CH:12]=[CH:11][C:10]=2[N:6]([CH2:5][CH2:4][C:3]([OH:28])=[O:2])[C:7]1=[O:27]. (4) Given the reactants [NH2:1][C:2]1[CH:7]=[N:6][C:5](Br)=[CH:4][N:3]=1.[Br:9][C:10]1[CH:15]=[CH:14][C:13](B(O)O)=[C:12]([F:19])[CH:11]=1, predict the reaction product. The product is: [Br:9][C:10]1[CH:15]=[CH:14][C:13]([C:10]2[CH:15]=[CH:14][C:13]([C:5]3[N:6]=[CH:7][C:2]([NH2:1])=[N:3][CH:4]=3)=[C:12]([F:19])[CH:11]=2)=[C:12]([F:19])[CH:11]=1. (5) Given the reactants O.[Na+:2].[CH2:3]=[CH:4][C:5]1[CH:10]=[CH:9][C:8]([S:11]([O-:14])(=[O:13])=[O:12])=[CH:7][CH:6]=1.[C:15]([C:19](=[CH2:23])[C:20]([NH2:22])=[O:21])([CH3:18])([CH3:17])[CH3:16], predict the reaction product. The product is: [C:15]([C:19](=[CH2:23])[C:20]([NH2:22])=[O:21])([CH3:18])([CH3:17])[CH3:16].[Na+:2].[CH2:3]=[CH:4][C:5]1[CH:6]=[CH:7][C:8]([S:11]([O-:14])(=[O:13])=[O:12])=[CH:9][CH:10]=1. (6) Given the reactants [CH:1]1[CH:6]=[CH:5][CH:4]=[CH:3][CH:2]=1.I[C:8]([F:24])([F:23])[C:9]([F:22])([F:21])[O:10][C:11]([F:20])([F:19])[C:12]([F:18])([F:17])[S:13]([F:16])(=[O:15])=[O:14].C(OOC(=O)C1C=CC=CC=1)(=O)C1C=CC=CC=1.C(O)(=O)C, predict the reaction product. The product is: [C:1]1([C:8]([C:9]([O:10][C:11]([C:12]([S:13]([F:16])(=[O:14])=[O:15])([F:17])[F:18])([F:19])[F:20])([F:22])[F:21])([F:24])[F:23])[CH:6]=[CH:5][CH:4]=[CH:3][CH:2]=1. (7) The product is: [CH2:24]([CH:31]1[CH2:36][CH2:35][N:34]([C:21]([C:12]2[NH:13][C:14]3[C:19]([C:11]=2[S:8]([C:5]2[CH:6]=[CH:7][C:2]([Cl:1])=[CH:3][CH:4]=2)(=[O:10])=[O:9])=[CH:18][C:17]([F:20])=[CH:16][CH:15]=3)=[O:22])[CH2:33][CH2:32]1)[C:25]1[CH:30]=[CH:29][CH:28]=[CH:27][CH:26]=1. Given the reactants [Cl:1][C:2]1[CH:7]=[CH:6][C:5]([S:8]([C:11]2[C:19]3[C:14](=[CH:15][CH:16]=[C:17]([F:20])[CH:18]=3)[NH:13][C:12]=2[C:21](O)=[O:22])(=[O:10])=[O:9])=[CH:4][CH:3]=1.[CH2:24]([CH:31]1[CH2:36][CH2:35][NH:34][CH2:33][CH2:32]1)[C:25]1[CH:30]=[CH:29][CH:28]=[CH:27][CH:26]=1.CN(C(ON1N=NC2C=CC=NC1=2)=[N+](C)C)C.F[P-](F)(F)(F)(F)F.CCN(C(C)C)C(C)C, predict the reaction product.